The task is: Predict the reactants needed to synthesize the given product.. This data is from Full USPTO retrosynthesis dataset with 1.9M reactions from patents (1976-2016). (1) Given the product [F:7][CH2:16][N:15]1[C:14]2[CH:18]=[CH:19][CH:20]=[CH:21][C:13]=2[N:12]=[C:11]1[CH3:10], predict the reactants needed to synthesize it. The reactants are: CCN(S(F)(F)[F:7])CC.[CH3:10][C:11]1[N:15]([CH2:16]O)[C:14]2[CH:18]=[CH:19][CH:20]=[CH:21][C:13]=2[N:12]=1.[OH-].[Na+]. (2) Given the product [N+:8]([C:5]1[CH:6]=[CH:7][C:2]([O:19][CH2:18][CH2:17][OH:20])=[CH:3][CH:4]=1)([O-:10])=[O:9], predict the reactants needed to synthesize it. The reactants are: F[C:2]1[CH:7]=[CH:6][C:5]([N+:8]([O-:10])=[O:9])=[CH:4][CH:3]=1.C([O-])([O-])=O.[Cs+].[Cs+].[CH2:17]([OH:20])[CH2:18][OH:19].CCCCCC.C(OCC)(=O)C. (3) Given the product [F:1][C:2]1[CH:7]=[CH:6][C:5]([C:8]2[CH:9]=[CH:10][C:11]([N:14]3[CH2:19][CH2:18][CH:17]([CH2:20][CH2:21][NH:22][C:23](=[O:34])[O:24][CH2:25][C:30]4[O:50][CH:51]=[C:47]([C:44](=[O:46])[NH2:45])[N:48]=4)[CH2:16][CH2:15]3)=[N:12][CH:13]=2)=[CH:4][CH:3]=1, predict the reactants needed to synthesize it. The reactants are: [F:1][C:2]1[CH:7]=[CH:6][C:5]([C:8]2[CH:9]=[CH:10][C:11]([N:14]3[CH2:19][CH2:18][CH:17]([CH2:20][CH2:21][NH:22][C:23](=[O:34])[O:24][C:25]4[CH:30]=CC([N+]([O-])=O)=CC=4)[CH2:16][CH2:15]3)=[N:12][CH:13]=2)=[CH:4][CH:3]=1.C(N(CC)C(C)C)(C)C.[C:44]([C:47]1[N:48]=C(CO)[O:50][CH:51]=1)(=[O:46])[NH2:45]. (4) Given the product [CH:24]([N:10]([C:11]([C@@H:13]1[CH2:18][CH2:17][C@@H:16]([CH3:19])[CH2:15][C@@H:14]1[OH:20])=[O:12])[C:9]1[CH:8]=[C:7]([C:27]2[CH:32]=[CH:31][CH:30]=[CH:29][CH:28]=2)[S:6][C:5]=1[C:3]([OH:4])=[O:2])([CH3:26])[CH3:25], predict the reactants needed to synthesize it. The reactants are: C[O:2][C:3]([C:5]1[S:6][C:7]([C:27]2[CH:32]=[CH:31][CH:30]=[CH:29][CH:28]=2)=[CH:8][C:9]=1[N:10]([CH:24]([CH3:26])[CH3:25])[C:11]([C@@H:13]1[CH2:18][CH2:17][C@@H:16]([CH3:19])[CH2:15][C@@H:14]1[O:20]C(=O)C)=[O:12])=[O:4].[Li+].[OH-]. (5) Given the product [ClH:10].[NH2:11][CH2:12][C:13](=[O:19])[CH2:14][CH2:15][C:16]([O:5][CH2:4][C:3]1[CH:6]=[CH:7][CH:8]=[CH:9][C:2]=1[CH3:1])=[O:17], predict the reactants needed to synthesize it. The reactants are: [CH3:1][C:2]1[CH:9]=[CH:8][CH:7]=[CH:6][C:3]=1[CH2:4][OH:5].[ClH:10].[NH2:11][CH2:12][C:13](=[O:19])[CH2:14][CH2:15][C:16](O)=[O:17]. (6) Given the product [Cl:1][CH2:2][CH2:3][CH2:4][C:6]1[CH:7]=[C:8]2[C:12](=[CH:13][CH:14]=1)[NH:11][C:10](=[O:15])[CH2:9]2, predict the reactants needed to synthesize it. The reactants are: [Cl:1][CH2:2][CH2:3][C:4]([C:6]1[CH:7]=[C:8]2[C:12](=[CH:13][CH:14]=1)[NH:11][C:10](=[O:15])[CH2:9]2)=O.FC(F)(F)C(O)=O.C([SiH](CC)CC)C.